From a dataset of Full USPTO retrosynthesis dataset with 1.9M reactions from patents (1976-2016). Predict the reactants needed to synthesize the given product. Given the product [CH3:1][C:2]1[CH:7]=[CH:6][C:5]([C:8](=[O:12])[C:9]([Cl:15])=[O:10])=[CH:4][CH:3]=1, predict the reactants needed to synthesize it. The reactants are: [CH3:1][C:2]1[CH:7]=[CH:6][C:5]([C:8](=[O:12])[C:9](O)=[O:10])=[CH:4][CH:3]=1.S(Cl)([Cl:15])=O.CN(C)C=O.